Dataset: Forward reaction prediction with 1.9M reactions from USPTO patents (1976-2016). Task: Predict the product of the given reaction. (1) Given the reactants C([BH3-])#N.[Na+].[N+:5]([C:8]1[CH:13]=[CH:12][CH:11]=[CH:10][C:9]=1[S:14]([N:17]([CH2:31][C:32]1[CH:33]=[CH:34][CH:35]=[C:36]2[C:41]=1[N:40]=[CH:39][CH:38]=[CH:37]2)[C:18]1[CH:23]=[CH:22][C:21]([C@@H:24]2[CH2:26][C@H:25]2[C:27]([O:29][CH3:30])=[O:28])=[CH:20][CH:19]=1)(=[O:16])=[O:15])([O-:7])=[O:6].C(=O)(O)[O-].[Na+].C(=O)([O-])[O-].[Na+].[Na+], predict the reaction product. The product is: [N+:5]([C:8]1[CH:13]=[CH:12][CH:11]=[CH:10][C:9]=1[S:14]([N:17]([CH2:31][C:32]1[CH:33]=[CH:34][CH:35]=[C:36]2[C:41]=1[NH:40][CH2:39][CH2:38][CH2:37]2)[C:18]1[CH:19]=[CH:20][C:21]([C@@H:24]2[CH2:26][C@H:25]2[C:27]([O:29][CH3:30])=[O:28])=[CH:22][CH:23]=1)(=[O:15])=[O:16])([O-:7])=[O:6]. (2) Given the reactants Cl[C:2]1[C:11]2[C:6](=[CH:7][CH:8]=[C:9]3[S:14](=[O:16])(=[O:15])[CH2:13][CH2:12][C:10]3=2)[N:5]=[CH:4][C:3]=1[C:17]([O:19][CH2:20][CH3:21])=[O:18].[CH3:22][O:23][C:24]1[CH:29]=[CH:28][C:27]([NH2:30])=[CH:26][CH:25]=1, predict the reaction product. The product is: [CH3:22][O:23][C:24]1[CH:29]=[CH:28][C:27]([NH:30][C:2]2[C:11]3[C:6](=[CH:7][CH:8]=[C:9]4[S:14](=[O:16])(=[O:15])[CH2:13][CH2:12][C:10]4=3)[N:5]=[CH:4][C:3]=2[C:17]([O:19][CH2:20][CH3:21])=[O:18])=[CH:26][CH:25]=1. (3) Given the reactants [C:1]([O:5][C:6](=[O:22])[NH:7][CH:8]1[C:14](=[O:15])[N:13]([CH3:16])[C:12]2[CH:17]=[CH:18][C:19](Br)=[CH:20][C:11]=2[CH2:10][CH2:9]1)([CH3:4])([CH3:3])[CH3:2].[Li+].CCC[CH2-].[F:28][C:29]([F:36])([F:35])[C:30](OCC)=[O:31], predict the reaction product. The product is: [C:1]([O:5][C:6](=[O:22])[NH:7][CH:8]1[C:14](=[O:15])[N:13]([CH3:16])[C:12]2[CH:17]=[CH:18][C:19]([C:30](=[O:31])[C:29]([F:36])([F:35])[F:28])=[CH:20][C:11]=2[CH2:10][CH2:9]1)([CH3:4])([CH3:3])[CH3:2].